From a dataset of Full USPTO retrosynthesis dataset with 1.9M reactions from patents (1976-2016). Predict the reactants needed to synthesize the given product. (1) Given the product [CH:25]1([C:31]2[O:32][C:33]([CH3:49])=[C:34]([CH2:36][CH2:37][O:38][C:10]3[CH:9]=[CH:8][C:7]([CH2:6][C:5]([O:15][C:16]4[CH:21]=[CH:20][CH:19]=[C:18]([O:22][CH3:23])[CH:17]=4)([CH3:14])[C:4]([OH:24])=[O:3])=[CH:12][CH:11]=3)[N:35]=2)[CH2:26][CH2:27][CH2:28][CH2:29][CH2:30]1, predict the reactants needed to synthesize it. The reactants are: C([O:3][C:4](=[O:24])[C:5]([O:15][C:16]1[CH:21]=[CH:20][CH:19]=[C:18]([O:22][CH3:23])[CH:17]=1)([CH3:14])[CH2:6][C:7]1[CH:12]=[CH:11][C:10](O)=[CH:9][CH:8]=1)C.[CH:25]1([C:31]2[O:32][C:33]([CH3:49])=[C:34]([CH2:36][CH2:37][O:38]S(C3C=CC(C)=CC=3)(=O)=O)[N:35]=2)[CH2:30][CH2:29][CH2:28][CH2:27][CH2:26]1. (2) Given the product [C:1]([C:3](=[CH:44][CH:45]([CH3:47])[CH3:46])[C:4]([N:6]1[CH2:11][CH2:10][CH2:9][CH:8]([N:12]2[C:16]3[CH:17]=[CH:18][CH:19]=[CH:20][C:15]=3[N:14]=[C:13]2[NH:21][C:22]([C:24]2[S:25][C:26]([C:29]3[CH:30]=[N:31][NH:32][CH:33]=3)=[CH:27][CH:28]=2)=[O:23])[CH2:7]1)=[O:5])#[N:2], predict the reactants needed to synthesize it. The reactants are: [C:1]([CH2:3][C:4]([N:6]1[CH2:11][CH2:10][CH2:9][CH:8]([N:12]2[C:16]3[CH:17]=[CH:18][CH:19]=[CH:20][C:15]=3[N:14]=[C:13]2[NH:21][C:22]([C:24]2[S:25][C:26]([C:29]3[CH:30]=[N:31][NH:32][CH:33]=3)=[CH:27][CH:28]=2)=[O:23])[CH2:7]1)=[O:5])#[N:2].C(O)(=O)C.N1CCCCC1.[CH:44](=O)[CH:45]([CH3:47])[CH3:46]. (3) Given the product [OH:7][C:8]1[CH:16]=[CH:15][C:14]2[N:13]3[CH2:17][CH2:18][CH:19]([CH2:20][C:21]([O:23][C:24]([CH3:27])([CH3:26])[CH3:25])=[O:22])[C:12]3=[CH:11][C:10]=2[CH:9]=1, predict the reactants needed to synthesize it. The reactants are: [H][H].CC(O)=O.[OH:7][C:8]1[CH:16]=[CH:15][C:14]2[N:13]3[CH2:17][CH2:18][CH:19]([CH2:20][C:21]([O:23][C:24]([CH3:27])([CH3:26])[CH3:25])=[O:22])[CH:12]3[CH2:11][C:10]=2[CH:9]=1. (4) Given the product [C:3]([O:7][C:8]([N:10]1[CH2:15][CH2:14][C@@H:13]([O:16][CH3:1])[C@H:12]([N:17]=[N+:18]=[N-:19])[CH2:11]1)=[O:9])([CH3:6])([CH3:4])[CH3:5], predict the reactants needed to synthesize it. The reactants are: [CH3:1]I.[C:3]([O:7][C:8]([N:10]1[CH2:15][CH2:14][C@@H:13]([OH:16])[C@H:12]([N:17]=[N+:18]=[N-:19])[CH2:11]1)=[O:9])([CH3:6])([CH3:5])[CH3:4].[H-].[Na+]. (5) Given the product [CH3:22][O:23][C:24]([C:26]1([C:30]2[CH:31]=[CH:32][C:33]([NH:36][C:3]3[N:8]=[C:7]([N:9]4[CH2:14][CH2:13][CH:12]([OH:15])[CH2:11][CH2:10]4)[CH:6]=[C:5]([C:16]4[CH:17]=[N:18][N:19]([CH3:21])[CH:20]=4)[N:4]=3)=[CH:34][CH:35]=2)[CH2:27][CH2:28][CH2:29]1)=[O:25], predict the reactants needed to synthesize it. The reactants are: Cl.Cl[C:3]1[N:8]=[C:7]([N:9]2[CH2:14][CH2:13][CH:12]([OH:15])[CH2:11][CH2:10]2)[CH:6]=[C:5]([C:16]2[CH:17]=[N:18][N:19]([CH3:21])[CH:20]=2)[N:4]=1.[CH3:22][O:23][C:24]([C:26]1([C:30]2[CH:35]=[CH:34][C:33]([NH2:36])=[CH:32][CH:31]=2)[CH2:29][CH2:28][CH2:27]1)=[O:25].